This data is from Reaction yield outcomes from USPTO patents with 853,638 reactions. The task is: Predict the reaction yield, written as a fraction of the theoretical maximum amount of product (1.0 means a 100% yield; for example, 0.34 means a 34% yield). (1) The yield is 0.680. The catalyst is C(Cl)Cl.CCOCC. The product is [ClH:48].[C:35]([O:32][C@H:13]([CH2:12][NH:11][C:8]([C:4]1[CH:5]=[CH:6][CH:7]=[C:2]([Br:1])[CH:3]=1)([CH3:10])[CH3:9])[C@@H:14]([NH:24][C:25](=[O:31])[CH3:40])[CH2:15][C:16]1[CH:17]=[C:18]([F:23])[CH:19]=[C:20]([F:22])[CH:21]=1)(=[O:37])[CH3:34]. The reactants are [Br:1][C:2]1[CH:3]=[C:4]([C:8]([NH:11][CH2:12][C@@H:13]([OH:32])[C@@H:14]([NH:24][C:25](=[O:31])OC(C)(C)C)[CH2:15][C:16]2[CH:21]=[C:20]([F:22])[CH:19]=[C:18]([F:23])[CH:17]=2)([CH3:10])[CH3:9])[CH:5]=[CH:6][CH:7]=1.F[C:34](F)(F)[C:35]([OH:37])=O.[C:40](C1NC=CN=1)(=O)C.[ClH:48]. (2) The product is [C:1]([N:4]1[CH2:9][CH2:8][C:7]2[N:10]([CH2:23][CH:24]([F:47])[CH2:25][N:26]3[CH2:31][CH2:30][N:29]([C:32]4[CH:39]=[CH:38][CH:37]=[CH:36][C:33]=4[C:34]#[N:35])[CH2:28][CH2:27]3)[N:11]=[C:12]([C:13]3[CH:18]=[CH:17][C:16]([C:19]([F:22])([F:21])[F:20])=[CH:15][CH:14]=3)[C:6]=2[CH2:5]1)(=[O:3])[CH3:2]. The catalyst is C(Cl)Cl. The yield is 0.500. The reactants are [C:1]([N:4]1[CH2:9][CH2:8][C:7]2[N:10]([CH2:23][CH:24](O)[CH2:25][N:26]3[CH2:31][CH2:30][N:29]([C:32]4[CH:39]=[CH:38][CH:37]=[CH:36][C:33]=4[C:34]#[N:35])[CH2:28][CH2:27]3)[N:11]=[C:12]([C:13]3[CH:18]=[CH:17][C:16]([C:19]([F:22])([F:21])[F:20])=[CH:15][CH:14]=3)[C:6]=2[CH2:5]1)(=[O:3])[CH3:2].CCN(S(F)(F)[F:47])CC.CO.C(Cl)Cl. (3) The reactants are [CH3:1][S:2]([OH:5])(=[O:4])=[O:3].[CH3:6][O:7][C:8]1[CH:13]=[CH:12][C:11]([C:14]2[O:18][C:17]([CH3:20])([CH3:19])[C:16](=[O:21])[C:15]=2[C:22]2[CH:27]=[CH:26][C:25]([O:28][CH2:29][C:30]3[N:31]=[C:32]4[CH:37]=[CH:36][CH:35]=[C:34]([CH3:38])[N:33]4[CH:39]=3)=[CH:24][CH:23]=2)=[CH:10][CH:9]=1. The catalyst is C(Cl)Cl.C(OCC)C. The product is [CH3:1][S:2]([OH:5])(=[O:4])=[O:3].[CH3:6][O:7][C:8]1[CH:9]=[CH:10][C:11]([C:14]2[O:18][C:17]([CH3:20])([CH3:19])[C:16](=[O:21])[C:15]=2[C:22]2[CH:27]=[CH:26][C:25]([O:28][CH2:29][C:30]3[N:31]=[C:32]4[CH:37]=[CH:36][CH:35]=[C:34]([CH3:38])[N:33]4[CH:39]=3)=[CH:24][CH:23]=2)=[CH:12][CH:13]=1. The yield is 0.827. (4) The reactants are [NH2:1][C:2]1[CH:7]=[CH:6][CH:5]=[CH:4][CH:3]=1.Cl[C:9](Cl)=[CH:10][C:11]([C:13]1[C:14]([Cl:24])=[N:15][C:16]([Cl:23])=[CH:17][C:18]=1[C:19]([F:22])([F:21])[F:20])=[O:12].Cl. The catalyst is O1CCOCC1. The product is [NH:1]([C:9]([NH:1][C:2]1[CH:7]=[CH:6][CH:5]=[CH:4][CH:3]=1)=[CH:10][C:11]([C:13]1[C:14]([Cl:24])=[N:15][C:16]([Cl:23])=[CH:17][C:18]=1[C:19]([F:22])([F:21])[F:20])=[O:12])[C:2]1[CH:7]=[CH:6][CH:5]=[CH:4][CH:3]=1. The yield is 0.430. (5) The reactants are C([Mg]Br)C.C[CH2:6][O:7]CC.[C:10]([C:19]1[CH:24]=[C:23]([CH3:25])[CH:22]=[CH:21][C:20]=1[OH:26])([C:13]1[CH:18]=[CH:17][CH:16]=[CH:15][CH:14]=1)([CH3:12])[CH3:11].C(N(CC)CC)C. The catalyst is C1(C)C=CC=CC=1.C1COCC1. The product is [C:10]([C:19]1[CH:24]=[C:23]([CH3:25])[CH:22]=[C:21]([CH:6]=[O:7])[C:20]=1[OH:26])([C:13]1[CH:14]=[CH:15][CH:16]=[CH:17][CH:18]=1)([CH3:12])[CH3:11]. The yield is 0.920. (6) The reactants are C(O[C@@H](C1C=CC=CC=1)C([O:8][C@H:9]([C:20]1[CH:25]=[CH:24][C:23]([O:26][CH:27]([F:29])[F:28])=[C:22]([O:30][CH3:31])[CH:21]=1)[CH2:10][C:11]1[C:16]([Cl:17])=[CH:15][N+:14]([O-:18])=[CH:13][C:12]=1[Cl:19])=O)(=O)C.C([O-])(O)=O.[Na+]. The catalyst is CO.C(Cl)Cl. The product is [Cl:19][C:12]1[CH:13]=[N+:14]([O-:18])[CH:15]=[C:16]([Cl:17])[C:11]=1[CH2:10][C@@H:9]([C:20]1[CH:25]=[CH:24][C:23]([O:26][CH:27]([F:29])[F:28])=[C:22]([O:30][CH3:31])[CH:21]=1)[OH:8]. The yield is 0.970. (7) The reactants are Cl[C:2]1[N:3]=[C:4]([NH:21][C:22]2[CH:30]=[C:29]([F:31])[C:28]([F:32])=[CH:27][C:23]=2[C:24]([NH2:26])=[O:25])[C:5]2[CH:10]=[CH:9][N:8](S(C3C=CC(C)=CC=3)(=O)=O)[C:6]=2[N:7]=1.[OH-].[NH4+].[CH3:35][O:36][C:37]1[CH:43]=[C:42]([C:44]2[CH2:45][N:46]([CH2:50][CH2:51][CH3:52])[CH2:47][CH2:48][CH:49]=2)[CH:41]=[CH:40][C:38]=1[NH2:39]. No catalyst specified. The product is [F:31][C:29]1[C:28]([F:32])=[CH:27][C:23]([C:24]([NH2:26])=[O:25])=[C:22]([NH:21][C:4]2[N:3]=[C:2]([NH:39][C:38]3[CH:40]=[CH:41][C:42]([C:44]4[CH2:45][N:46]([CH2:50][CH2:51][CH3:52])[CH2:47][CH2:48][CH:49]=4)=[CH:43][C:37]=3[O:36][CH3:35])[NH:7][C:6]3=[N:8][CH:9]=[CH:10][C:5]=23)[CH:30]=1. The yield is 0.120. (8) The reactants are Br[CH2:2][C:3]([O:5][C:6]([CH3:9])([CH3:8])[CH3:7])=[O:4].[Br:10][C:11]1[CH:16]=[CH:15][CH:14]=[CH:13][C:12]=1[C:17]([NH2:20])([CH3:19])[CH3:18].C(=O)([O-])[O-].[K+].[K+]. The catalyst is O1CCCC1.[Cl-].[Na+].O. The product is [Br:10][C:11]1[CH:16]=[CH:15][CH:14]=[CH:13][C:12]=1[C:17]([NH:20][CH2:2][C:3]([O:5][C:6]([CH3:9])([CH3:8])[CH3:7])=[O:4])([CH3:18])[CH3:19]. The yield is 0.320. (9) The reactants are [N:1]([C@H:4]1[C@@H:9]([CH3:10])[CH2:8][N:7]([C:11]2[CH:16]=[CH:15][N:14]=[CH:13][C:12]=2[NH:17][C:18](=[O:34])[C:19]2[CH:24]=[CH:23][C:22]([F:25])=[C:21]([C:26]3[C:31]([F:32])=[CH:30][CH:29]=[CH:28][C:27]=3[F:33])[N:20]=2)[CH2:6][C@H:5]1[NH:35][C:36](=[O:42])[O:37][C:38]([CH3:41])([CH3:40])[CH3:39])=[N+:2]=[N-:3].C.[C:44]([C:46]1[CH:50]=[CH:49][S:48][CH:47]=1)#[CH:45].C(N(CC)CC)C. The catalyst is O1CCOCC1.[Cu]. The product is [F:32][C:31]1[CH:30]=[CH:29][CH:28]=[C:27]([F:33])[C:26]=1[C:21]1[N:20]=[C:19]([C:18]([NH:17][C:12]2[CH:13]=[N:14][CH:15]=[CH:16][C:11]=2[N:7]2[CH2:8][C@H:9]([CH3:10])[C@H:4]([N:1]3[CH:45]=[C:44]([C:46]4[CH:50]=[CH:49][S:48][CH:47]=4)[N:3]=[N:2]3)[C@H:5]([NH:35][C:36](=[O:42])[O:37][C:38]([CH3:41])([CH3:40])[CH3:39])[CH2:6]2)=[O:34])[CH:24]=[CH:23][C:22]=1[F:25]. The yield is 0.480.